This data is from Ames mutagenicity test results for genotoxicity prediction. The task is: Regression/Classification. Given a drug SMILES string, predict its toxicity properties. Task type varies by dataset: regression for continuous values (e.g., LD50, hERG inhibition percentage) or binary classification for toxic/non-toxic outcomes (e.g., AMES mutagenicity, cardiotoxicity, hepatotoxicity). Dataset: ames. (1) The compound is Nc1ccc2ncsc2c1. The result is 1 (mutagenic). (2) The drug is O=NN(c1ccc(C(=O)O)cc1)C1OCC(O)C(O)C1O. The result is 1 (mutagenic). (3) The compound is CS(=O)(=O)Nc1ccc(Nc2c3ccccc3nc3ccc(N=[N+]=[N-])cc23)cc1. The result is 1 (mutagenic). (4) The result is 1 (mutagenic). The drug is COC(=O)/C=C/c1ccc([N+](=O)[O-])o1. (5) The compound is c1ccc(CN2C3c4ccccc4-c4ccccc4C32)cc1. The result is 1 (mutagenic). (6) The compound is COc1ccc(C2CC(=O)c3c(O)cc(OC4OC(COC5OC(C)C(O)C(O)C5O)C(O)C(O)C4O)cc3O2)cc1O. The result is 0 (non-mutagenic).